This data is from Forward reaction prediction with 1.9M reactions from USPTO patents (1976-2016). The task is: Predict the product of the given reaction. (1) Given the reactants [CH3:1][O:2][C:3](=[O:30])[CH2:4][C:5]1[CH:10]=[C:9]([O:11][C:12]2[CH:17]=[CH:16][C:15]([C:18]([F:21])([F:20])[F:19])=[CH:14][C:13]=2[CH2:22][N:23]2[CH2:27][CH2:26][O:25][C:24]2=[O:28])[CH:8]=[CH:7][C:6]=1Br.[C:31]1(B(O)O)[CH:36]=[CH:35][CH:34]=[CH:33][CH:32]=1, predict the reaction product. The product is: [CH3:1][O:2][C:3](=[O:30])[CH2:4][C:5]1[CH:10]=[C:9]([O:11][C:12]2[CH:17]=[CH:16][C:15]([C:18]([F:21])([F:20])[F:19])=[CH:14][C:13]=2[CH2:22][N:23]2[CH2:27][CH2:26][O:25][C:24]2=[O:28])[CH:8]=[CH:7][C:6]=1[C:31]1[CH:36]=[CH:35][CH:34]=[CH:33][CH:32]=1. (2) Given the reactants [CH3:1][C:2]1([C:10]#[N:11])[CH2:7][CH2:6][C:5](=[O:8])[CH2:4][C:3]1=[O:9].C([O-])(O)=O.[Na+].Br[CH2:18][C:19](=O)[C:20]([O:22][CH2:23][CH3:24])=[O:21], predict the reaction product. The product is: [C:10]([C:2]1([CH3:1])[C:3](=[O:9])[C:4]2[C:19]([C:20]([O:22][CH2:23][CH3:24])=[O:21])=[CH:18][O:8][C:5]=2[CH2:6][CH2:7]1)#[N:11]. (3) Given the reactants [NH2:1][C:2]1[C:3]([C:8]([NH:10][CH2:11][CH:12]2[CH2:17][CH2:16][O:15][CH2:14][CH2:13]2)=[O:9])=[N:4][CH:5]=[CH:6][CH:7]=1.C(N(C(C)C)CC)(C)C.[C:27]1([C:33]2[O:37][CH:36]=[N:35][C:34]=2[C:38](Cl)=[O:39])[CH:32]=[CH:31][CH:30]=[CH:29][CH:28]=1, predict the reaction product. The product is: [C:27]1([C:33]2[O:37][CH:36]=[N:35][C:34]=2[C:38]([NH:1][C:2]2[C:3]([C:8]([NH:10][CH2:11][CH:12]3[CH2:13][CH2:14][O:15][CH2:16][CH2:17]3)=[O:9])=[N:4][CH:5]=[CH:6][CH:7]=2)=[O:39])[CH:28]=[CH:29][CH:30]=[CH:31][CH:32]=1. (4) Given the reactants [F:1][C:2]1[CH:7]=[CH:6][C:5]([C:8]2[O:9][CH:10]=[C:11]([C:13]([CH3:17])([CH3:16])[CH2:14][NH2:15])[N:12]=2)=[CH:4][CH:3]=1.[F:18][C:19]([F:37])([F:36])[C:20]([C:22]1[CH:23]=[C:24]([C:27]2[CH:28]=[C:29]([CH:33]=[CH:34][CH:35]=2)[C:30](O)=[O:31])[S:25][CH:26]=1)=[O:21], predict the reaction product. The product is: [F:1][C:2]1[CH:3]=[CH:4][C:5]([C:8]2[O:9][CH:10]=[C:11]([C:13]([CH3:17])([CH3:16])[CH2:14][NH:15][C:30](=[O:31])[C:29]3[CH:33]=[CH:34][CH:35]=[C:27]([C:24]4[S:25][CH:26]=[C:22]([C:20](=[O:21])[C:19]([F:18])([F:36])[F:37])[CH:23]=4)[CH:28]=3)[N:12]=2)=[CH:6][CH:7]=1.